This data is from Forward reaction prediction with 1.9M reactions from USPTO patents (1976-2016). The task is: Predict the product of the given reaction. (1) Given the reactants [NH2:1][C:2]1[CH:7]=[C:6]([O:8][C:9]2[CH:14]=[CH:13][N:12]=[C:11]([NH:15][CH3:16])N=2)[CH:5]=[CH:4][C:3]=1[OH:17].[Cl:18][C:19]1[CH:32]=[CH:31][C:30]([N:33]=[C:34]=S)=[CH:29][C:20]=1[CH2:21][N:22]1[CH2:27][CH2:26][N:25]([CH3:28])[CH2:24][CH2:23]1.[CH2:36](Cl)CCl, predict the reaction product. The product is: [Cl:18][C:19]1[CH:32]=[CH:31][C:30]([NH:33][C:34]2[O:17][C:3]3[CH:4]=[CH:5][C:6]([O:8][C:9]4[CH:14]=[CH:13][N:12]=[C:11]([NH:15][CH3:16])[CH:36]=4)=[CH:7][C:2]=3[N:1]=2)=[CH:29][C:20]=1[CH2:21][N:22]1[CH2:27][CH2:26][N:25]([CH3:28])[CH2:24][CH2:23]1. (2) Given the reactants [CH:1]1([CH:6]=O)[CH2:5][CH2:4][CH2:3][CH2:2]1.C(C(CC)(OP([CH2:16][C:17]([O:19][CH2:20][C:21]1[CH:26]=[CH:25][CH:24]=[CH:23][CH:22]=1)=[O:18])(O)=O)C)C.[Br-].[Li+].C(N(CC)CC)C, predict the reaction product. The product is: [CH:1]1(/[CH:6]=[CH:16]/[C:17]([O:19][CH2:20][C:21]2[CH:26]=[CH:25][CH:24]=[CH:23][CH:22]=2)=[O:18])[CH2:2][CH2:3][CH2:4][CH2:5]1.